This data is from Reaction yield outcomes from USPTO patents with 853,638 reactions. The task is: Predict the reaction yield, written as a fraction of the theoretical maximum amount of product (1.0 means a 100% yield; for example, 0.34 means a 34% yield). (1) The reactants are Br[CH2:2][C:3]([O:5][CH2:6][CH3:7])=[O:4].C([O-])([O-])=O.[Na+].[Na+].[O:14]=[S:15]1(=[O:43])[C:21]2[CH:22]=[C:23]([OH:28])[C:24]([O:26][CH3:27])=[CH:25][C:20]=2[N:19]([C:29]2[CH:34]=[CH:33][CH:32]=[CH:31][CH:30]=2)[CH2:18][C:17]([CH2:39][CH2:40][CH2:41][CH3:42])([CH2:35][CH2:36][CH2:37][CH3:38])[CH2:16]1. The catalyst is [Br-].C([N+](CCCC)(CCCC)CCCC)CCC.CC#N. The product is [O:43]=[S:15]1(=[O:14])[C:21]2[CH:22]=[C:23]([O:28][CH2:2][C:3]([O:5][CH2:6][CH3:7])=[O:4])[C:24]([O:26][CH3:27])=[CH:25][C:20]=2[N:19]([C:29]2[CH:30]=[CH:31][CH:32]=[CH:33][CH:34]=2)[CH2:18][C:17]([CH2:39][CH2:40][CH2:41][CH3:42])([CH2:35][CH2:36][CH2:37][CH3:38])[CH2:16]1. The yield is 0.990. (2) The reactants are C(O[C:6]([NH:8][CH2:9][CH2:10][N:11]1[C:17](=[O:18])[CH2:16][C:15](=[O:19])[NH:14][C:13]2[C:20]3[C:25]([CH:26]=[CH:27][C:12]1=2)=[CH:24][CH:23]=[CH:22][CH:21]=3)=[O:7])(C)(C)C.FC(F)(F)C(O)=O.C(=O)([O-])O.[Na+].[I:40][C:41]1[CH:49]=[CH:48][CH:47]=[CH:46][C:42]=1C(Cl)=O. The catalyst is ClCCl. The product is [I:40][C:41]1[CH:49]=[CH:48][CH:47]=[CH:46][C:42]=1[C:6]([NH:8][CH2:9][CH2:10][N:11]1[C:17](=[O:18])[CH2:16][C:15](=[O:19])[NH:14][C:13]2[C:20]3[C:25]([CH:26]=[CH:27][C:12]1=2)=[CH:24][CH:23]=[CH:22][CH:21]=3)=[O:7]. The yield is 0.420. (3) The reactants are [CH3:1][O:2][C:3]1[CH:8]=[C:7]([O:9][CH3:10])[CH:6]=[CH:5][C:4]=1Br.C([Li])CCC.[I-].[CH3:18][N+:19]1[CH:24]=[CH:23][C:22]([CH3:25])=[CH:21][CH:20]=1. The catalyst is C(OCC)C.O. The product is [CH3:1][O:2][C:3]1[CH:8]=[C:7]([O:9][CH3:10])[CH:6]=[CH:5][C:4]=1[CH:24]1[CH:23]=[C:22]([CH3:25])[CH:21]=[CH:20][N:19]1[CH3:18]. The yield is 0.930.